From a dataset of Catalyst prediction with 721,799 reactions and 888 catalyst types from USPTO. Predict which catalyst facilitates the given reaction. Reactant: [CH:1]([NH:4][C:5]1[S:6][C:7]2[C:8]([N:18]=1)=[N:9][CH:10]=[C:11]([C:13](OCC)=[O:14])[CH:12]=2)([CH3:3])[CH3:2].CC(C[Al]CC(C)C)C. Product: [CH:1]([NH:4][C:5]1[S:6][C:7]2[C:8]([N:18]=1)=[N:9][CH:10]=[C:11]([CH2:13][OH:14])[CH:12]=2)([CH3:3])[CH3:2]. The catalyst class is: 247.